This data is from Catalyst prediction with 721,799 reactions and 888 catalyst types from USPTO. The task is: Predict which catalyst facilitates the given reaction. (1) Reactant: C(OC([N:11]1[CH2:15][CH:14]([C:16](=[O:24])[NH:17][C:18]2[CH:23]=[CH:22][CH:21]=[CH:20][CH:19]=2)[CH:13]2[N:25]([C:28](=[O:50])[CH:29]([NH:36][C:37](=[O:49])[CH:38]([N:40]([C:42]([O:44][C:45]([CH3:48])([CH3:47])[CH3:46])=[O:43])[CH3:41])[CH3:39])[CH:30]3[CH2:35][CH2:34][CH2:33][CH2:32][CH2:31]3)[CH2:26][CH2:27][CH:12]12)=O)C1C=CC=CC=1. Product: [C:45]([O:44][C:42](=[O:43])[N:40]([CH:38]([C:37](=[O:49])[NH:36][CH:29]([CH:30]1[CH2:31][CH2:32][CH2:33][CH2:34][CH2:35]1)[C:28](=[O:50])[N:25]1[CH2:26][CH2:27][CH:12]2[NH:11][CH2:15][CH:14]([C:16](=[O:24])[NH:17][C:18]3[CH:23]=[CH:22][CH:21]=[CH:20][CH:19]=3)[CH:13]12)[CH3:39])[CH3:41])([CH3:46])([CH3:47])[CH3:48]. The catalyst class is: 19. (2) Reactant: [CH3:1][O:2][C:3]1[CH:28]=[CH:27][C:6]([CH2:7][N:8]([C:22]2[S:23][CH:24]=[CH:25][N:26]=2)[S:9]([C:12]2[CH:13]=[CH:14][C:15]3[NH:20][CH2:19][CH2:18][O:17][C:16]=3[CH:21]=2)(=[O:11])=[O:10])=[CH:5][CH:4]=1.Br[C:30]1[CH:41]=[CH:40][CH:39]=[CH:38][C:31]=1[O:32][CH2:33][C:34]([CH3:37])([OH:36])[CH3:35].CC1(C)C2C(=C(P(C3C=CC=CC=3)C3C=CC=CC=3)C=CC=2)OC2C(P(C3C=CC=CC=3)C3C=CC=CC=3)=CC=CC1=2.CC(C)([O-])C.[Na+]. Product: [OH:36][C:34]([CH3:37])([CH3:35])[CH2:33][O:32][C:31]1[CH:38]=[CH:39][CH:40]=[CH:41][C:30]=1[N:20]1[CH2:19][CH2:18][O:17][C:16]2[CH:21]=[C:12]([S:9]([N:8]([CH2:7][C:6]3[CH:5]=[CH:4][C:3]([O:2][CH3:1])=[CH:28][CH:27]=3)[C:22]3[S:23][CH:24]=[CH:25][N:26]=3)(=[O:11])=[O:10])[CH:13]=[CH:14][C:15]1=2. The catalyst class is: 93. (3) Reactant: [C:1]([O:5][C:6](=[O:13])[CH:7]([CH:10]1[CH2:12][CH2:11]1)[CH2:8][NH2:9])([CH3:4])([CH3:3])[CH3:2].C([O:16][C:17]([C:19]1[N:20]=[C:21](C#N)[C:22]2[C:27]([C:28]=1[OH:29])=[CH:26][CH:25]=[C:24]([O:30][C:31]1[C:36]([F:37])=[CH:35][CH:34]=[CH:33][C:32]=1[F:38])[CH:23]=2)=O)C.C1CCN2[C:44](=[N:45]CCC2)CC1. Product: [C:1]([O:5][C:6](=[O:13])[CH:7]([CH:10]1[CH2:12][CH2:11]1)[CH2:8][NH:9][C:17]([C:19]1[N:20]=[CH:21][C:22]2[C:27]([C:28]=1[OH:29])=[CH:26][CH2:25][C:24]([C:44]#[N:45])([O:30][C:31]1[C:36]([F:37])=[CH:35][CH:34]=[CH:33][C:32]=1[F:38])[CH:23]=2)=[O:16])([CH3:4])([CH3:2])[CH3:3]. The catalyst class is: 44. (4) Reactant: O.[OH-].[Li+].C[O:5][C:6](=[O:34])[CH2:7][C:8]1[C:17]([CH3:18])=[C:16]([C:19]2[CH:24]=[CH:23][C:22]([S:25]([N:28]3[CH2:32][CH2:31][CH2:30][CH2:29]3)(=[O:27])=[O:26])=[CH:21][CH:20]=2)[C:15]2[C:10](=[CH:11][CH:12]=[C:13]([Cl:33])[CH:14]=2)[CH:9]=1.C1COCC1.O. Product: [Cl:33][C:13]1[CH:14]=[C:15]2[C:10](=[CH:11][CH:12]=1)[CH:9]=[C:8]([CH2:7][C:6]([OH:34])=[O:5])[C:17]([CH3:18])=[C:16]2[C:19]1[CH:20]=[CH:21][C:22]([S:25]([N:28]2[CH2:32][CH2:31][CH2:30][CH2:29]2)(=[O:26])=[O:27])=[CH:23][CH:24]=1. The catalyst class is: 81. (5) Reactant: Br[CH:2]([C:8]1[CH:13]=[CH:12][C:11]([Br:14])=[CH:10][CH:9]=1)[C:3]([O:5][CH2:6][CH3:7])=[O:4].[C:15]([O-:18])(=[O:17])[CH3:16].[K+]. Product: [C:15]([O:18][CH:2]([C:8]1[CH:13]=[CH:12][C:11]([Br:14])=[CH:10][CH:9]=1)[C:3]([O:5][CH2:6][CH3:7])=[O:4])(=[O:17])[CH3:16]. The catalyst class is: 3.